Dataset: Forward reaction prediction with 1.9M reactions from USPTO patents (1976-2016). Task: Predict the product of the given reaction. Given the reactants [CH:1]([CH:3]1[CH2:10][CH2:9][CH2:8][CH2:7][NH:6][C:4]1=[O:5])=C.[CH3:11][N:12](C)[CH2:13]CCC=C(C)C(N)=O.[C:23]([O:28][CH2:29][CH2:30][O:31][C:32](=[O:37])[CH2:33][C:34]([CH3:36])=[O:35])(=[O:27])[C:24]([CH3:26])=[CH2:25], predict the reaction product. The product is: [CH3:1][C:3]([C:4]([NH:6][CH2:7][CH2:8][CH2:9][N:12]([CH3:13])[CH3:11])=[O:5])=[CH2:10].[CH3:26][C:24]([C:23]([O:28][CH2:29][CH2:30][O:31][C:32]([CH2:33][C:34]([CH3:36])=[O:35])=[O:37])=[O:27])=[CH2:25].